This data is from Full USPTO retrosynthesis dataset with 1.9M reactions from patents (1976-2016). The task is: Predict the reactants needed to synthesize the given product. Given the product [NH2:27][C:23]1[CH:22]=[C:21]([N:14]2[C:15]3[N:16]=[CH:17][CH:18]=[CH:19][C:20]=3[C:11]3[NH:10][N:9]=[C:8]([CH2:1][C:2]4[CH:3]=[CH:4][CH:5]=[CH:6][CH:7]=4)[C:12]=3[C:13]2=[O:30])[CH:26]=[CH:25][CH:24]=1, predict the reactants needed to synthesize it. The reactants are: [CH2:1]([C:8]1[C:12]2[C:13](=[O:30])[N:14]([C:21]3[CH:26]=[CH:25][CH:24]=[C:23]([N+:27]([O-])=O)[CH:22]=3)[C:15]3[N:16]=[CH:17][CH:18]=[CH:19][C:20]=3[C:11]=2[NH:10][N:9]=1)[C:2]1[CH:7]=[CH:6][CH:5]=[CH:4][CH:3]=1.[Sn](Cl)(Cl)(Cl)Cl.O.C(=O)([O-])[O-].[Na+].[Na+].